This data is from Full USPTO retrosynthesis dataset with 1.9M reactions from patents (1976-2016). The task is: Predict the reactants needed to synthesize the given product. (1) Given the product [CH2:28]([Sn:23]([CH2:19][CH2:20][CH2:21][CH3:22])([CH2:24][CH2:25][CH2:26][CH3:27])[C:13]1[S:9][C:10]([C:14]([O:16][CH2:17][CH3:18])=[O:15])=[CH:11][CH:12]=1)[CH2:29][CH2:30][CH3:31], predict the reactants needed to synthesize it. The reactants are: C([N-]C(C)C)(C)C.[Li+].[S:9]1[CH:13]=[CH:12][CH:11]=[C:10]1[C:14]([O:16][CH2:17][CH3:18])=[O:15].[CH2:19]([Sn:23](Cl)([CH2:28][CH2:29][CH2:30][CH3:31])[CH2:24][CH2:25][CH2:26][CH3:27])[CH2:20][CH2:21][CH3:22].O. (2) The reactants are: [N:1]1[CH:6]=[CH:5][CH:4]=[C:3]([C:7](=NN)[CH3:8])[CH:2]=1.[OH-].[K+].[CH2:13]([N:20]1[C:24](=[O:25])[CH:23]=[CH:22][C:21]1=[O:26])[C:14]1[CH:19]=[CH:18][CH:17]=[CH:16][CH:15]=1. Given the product [CH2:13]([N:20]1[C:24](=[O:25])[CH:23]2[CH:22]([C:7]2([CH3:8])[C:3]2[CH:2]=[N:1][CH:6]=[CH:5][CH:4]=2)[C:21]1=[O:26])[C:14]1[CH:15]=[CH:16][CH:17]=[CH:18][CH:19]=1, predict the reactants needed to synthesize it. (3) Given the product [Br:1][CH2:2][C:3]1[CH:11]=[CH:10][C:6]([C:7]([O:9][CH2:15][C:16]2[CH:21]=[CH:20][CH:19]=[CH:18][CH:17]=2)=[O:8])=[CH:5][C:4]=1[N+:12]([O-:14])=[O:13], predict the reactants needed to synthesize it. The reactants are: [Br:1][CH2:2][C:3]1[CH:11]=[CH:10][C:6]([C:7]([OH:9])=[O:8])=[CH:5][C:4]=1[N+:12]([O-:14])=[O:13].[CH2:15](O)[C:16]1[CH:21]=[CH:20][CH:19]=[CH:18][CH:17]=1.C1CCC(N=C=NC2CCCCC2)CC1. (4) Given the product [CH3:22][C:15]1[CH:14]=[C:13]([CH2:7][C:6]([OH:23])=[O:5])[CH:18]=[CH:17][C:16]=1[N+:19]([O-:21])=[O:20], predict the reactants needed to synthesize it. The reactants are: [OH-].[K+].C([O:5][C:6](=[O:23])[CH:7]([C:13]1[CH:18]=[CH:17][C:16]([N+:19]([O-:21])=[O:20])=[C:15]([CH3:22])[CH:14]=1)C(OCC)=O)C. (5) Given the product [C:2]1([C:24]2[CH:29]=[CH:28][CH:27]=[CH:26][CH:25]=2)[CH:7]=[CH:6][C:5]([CH2:8][CH2:9][NH:10][C:11]([C:13]2[C:22]([OH:23])=[CH:21][C:20]3[C:15](=[CH:16][CH:17]=[CH:18][CH:19]=3)[CH:14]=2)=[O:12])=[CH:4][CH:3]=1, predict the reactants needed to synthesize it. The reactants are: Br[C:2]1[CH:7]=[CH:6][C:5]([CH2:8][CH2:9][NH:10][C:11]([C:13]2[C:22]([OH:23])=[CH:21][C:20]3[C:15](=[CH:16][CH:17]=[CH:18][CH:19]=3)[CH:14]=2)=[O:12])=[CH:4][CH:3]=1.[C:24]1(B(O)O)[CH:29]=[CH:28][CH:27]=[CH:26][CH:25]=1.C([O-])([O-])=O.[Na+].[Na+].